From a dataset of Forward reaction prediction with 1.9M reactions from USPTO patents (1976-2016). Predict the product of the given reaction. (1) The product is: [C:7]1([C:37]2[CH:38]=[CH:39][C:30]3[N:29]=[C:28]([C:21]4[NH:20][N:19]=[C:27]5[C:22]=4[CH:23]=[CH:24][CH:25]=[CH:26]5)[NH:32][C:31]=3[CH:36]=2)[CH:12]=[CH:11][CH:10]=[CH:9][CH:8]=1. Given the reactants C(=O)([O-])[O-].[Na+].[Na+].[C:7]1(B(O)O)[CH:12]=[CH:11][CH:10]=[CH:9][CH:8]=1.C([N:19]1[C:27]2[C:22](=[CH:23][CH:24]=[CH:25][CH:26]=2)[C:21]([C:28]2[N:32](C(=O)C)[C:31]3[CH:36]=[CH:37][C:38](Br)=[CH:39][C:30]=3[N:29]=2)=[N:20]1)(=O)C, predict the reaction product. (2) Given the reactants [Cl:1][C:2]1[CH:3]=[CH:4][C:5]([O:35][CH3:36])=[C:6]([CH:34]=1)[CH2:7][CH:8]1[C:14](=[O:15])[N:13]([C:16]([NH:18][CH:19]([CH2:31][CH3:32])[C:20]([NH:22][CH2:23][C:24](OC(C)(C)C)=O)=[O:21])=[O:17])[CH2:12][C:11](=[O:33])[NH:10][CH2:9]1.Cl.C(OC(=O)CN)(C)(C)C.[NH2:47][C:48]1C=NC=[CH:52][CH:53]=1, predict the reaction product. The product is: [Cl:1][C:2]1[CH:3]=[CH:4][C:5]([O:35][CH3:36])=[C:6]([CH:34]=1)[CH2:7][CH:8]1[C:14](=[O:15])[N:13]([C:16]([NH:18][C@@H:19]([C:20]([NH:22][C:23]2[CH:24]=[N:47][CH:48]=[CH:53][CH:52]=2)=[O:21])[CH2:31][CH3:32])=[O:17])[CH2:12][C:11](=[O:33])[NH:10][CH2:9]1. (3) Given the reactants Cl.[CH3:2][O:3][C:4]1[CH:5]=[C:6]2[C:11](=[CH:12][CH:13]=1)[CH:10]=[C:9]([C:14](=[O:16])[CH3:15])[CH:8]=[C:7]2[N:17]1[CH2:22][CH2:21][NH:20][CH2:19][CH2:18]1.[C:23](O[C:23]([O:25][C:26]([CH3:29])([CH3:28])[CH3:27])=[O:24])([O:25][C:26]([CH3:29])([CH3:28])[CH3:27])=[O:24].O.C(OCC)(=O)C, predict the reaction product. The product is: [C:14]([C:9]1[CH:8]=[C:7]([N:17]2[CH2:18][CH2:19][N:20]([C:23]([O:25][C:26]([CH3:29])([CH3:28])[CH3:27])=[O:24])[CH2:21][CH2:22]2)[C:6]2[C:11]([CH:10]=1)=[CH:12][CH:13]=[C:4]([O:3][CH3:2])[CH:5]=2)(=[O:16])[CH3:15]. (4) Given the reactants Br[C:2]1[CH:16]=[CH:15][C:5]2[N:6]=[C:7]([C:9]3[CH:14]=[CH:13][CH:12]=[CH:11][CH:10]=3)[O:8][C:4]=2[CH:3]=1.[CH3:17][O:18][C@@H:19]1[CH2:23][C:22](=[O:24])[O:21][C:20]1=[O:25], predict the reaction product. The product is: [CH3:17][O:18][C@@H:19]([C:20](=[O:25])[C:2]1[CH:16]=[CH:15][C:5]2[N:6]=[C:7]([C:9]3[CH:14]=[CH:13][CH:12]=[CH:11][CH:10]=3)[O:8][C:4]=2[CH:3]=1)[CH2:23][C:22]([OH:24])=[O:21]. (5) The product is: [NH2:1][C:2]1[N:3]=[CH:4][C:5]([Br:10])=[CH:6][C:7]=1[CH:8]=[O:9]. Given the reactants [NH2:1][C:2]1[C:7]([CH:8]=[O:9])=[CH:6][CH:5]=[CH:4][N:3]=1.[Br:10]Br, predict the reaction product. (6) Given the reactants P([N:17]=[N+:18]=[N-:19])(=O)(OC1C=CC=CC=1)OC1C=CC=CC=1.N12CCCN=C1CCCCC2.[Br:31][C:32]1[C:33]([O:40][CH3:41])=[C:34]([CH2:38]O)[CH:35]=[CH:36][CH:37]=1, predict the reaction product. The product is: [N:17]([CH2:38][C:34]1[CH:35]=[CH:36][CH:37]=[C:32]([Br:31])[C:33]=1[O:40][CH3:41])=[N+:18]=[N-:19].